Dataset: Full USPTO retrosynthesis dataset with 1.9M reactions from patents (1976-2016). Task: Predict the reactants needed to synthesize the given product. (1) The reactants are: [Br:1][C:2]1[CH:3]=[C:4]([CH2:17]O)[CH:5]=[C:6]([CH2:8][O:9][Si:10]([C:13]([CH3:16])([CH3:15])[CH3:14])([CH3:12])[CH3:11])[CH:7]=1.C1C=CC(P(C2C=CC=CC=2)C2C=CC=CC=2)=CC=1.C(Br)(Br)(Br)[Br:39]. Given the product [Br:1][C:2]1[CH:7]=[C:6]([CH:5]=[C:4]([CH2:17][Br:39])[CH:3]=1)[CH2:8][O:9][Si:10]([C:13]([CH3:16])([CH3:15])[CH3:14])([CH3:12])[CH3:11], predict the reactants needed to synthesize it. (2) Given the product [CH2:14]1[O:15][C:16]2([CH2:21][CH2:20][C:19]([OH:22])([C:7]3[CH:8]=[N:9][CH:10]=[CH:11][CH:12]=3)[CH2:18][CH2:17]2)[O:23][CH2:13]1, predict the reactants needed to synthesize it. The reactants are: [Li]CCCC.Br[C:7]1[CH:8]=[N:9][CH:10]=[CH:11][CH:12]=1.[CH2:13]1[O:23][C:16]2([CH2:21][CH2:20][C:19](=[O:22])[CH2:18][CH2:17]2)[O:15][CH2:14]1.O. (3) Given the product [CH2:1]([N:5]1[C:10]2[CH:11]=[C:12]([C:20]([OH:22])=[O:21])[CH:13]=[C:14]([C:15]3[O:16][CH:17]=[CH:18][N:19]=3)[C:9]=2[O:8][CH2:7][CH2:6]1)[CH2:2][CH2:3][CH3:4], predict the reactants needed to synthesize it. The reactants are: [CH2:1]([N:5]1[C:10]2[CH:11]=[C:12]([C:20]([O:22]C)=[O:21])[CH:13]=[C:14]([C:15]3[O:16][CH:17]=[CH:18][N:19]=3)[C:9]=2[O:8][CH2:7][CH2:6]1)[CH2:2][CH2:3][CH3:4].[OH-].[K+]. (4) Given the product [NH2:10][C:5]1[C:4]([NH:3][CH2:1][CH3:2])=[CH:9][CH:8]=[CH:7][N:6]=1, predict the reactants needed to synthesize it. The reactants are: [CH2:1]([NH:3][C:4]1[C:5]([N+:10]([O-])=O)=[N:6][CH:7]=[CH:8][CH:9]=1)[CH3:2].C(OCC)(=O)C. (5) Given the product [ClH:29].[CH3:14][C@@H:11]1[CH2:12][CH2:13][NH:8][CH2:9][C@@H:10]1[N:15]1[C:24]2[C:19](=[CH:20][N:21]=[C:22]3[NH:27][CH:26]=[CH:25][C:23]3=2)[C:18](=[O:28])[CH:17]=[CH:16]1, predict the reactants needed to synthesize it. The reactants are: C([N:8]1[CH2:13][CH2:12][C@@H:11]([CH3:14])[C@@H:10]([N:15]2[C:24]3[C:19](=[CH:20][N:21]=[C:22]4[NH:27][CH:26]=[CH:25][C:23]4=3)[C:18](=[O:28])[CH:17]=[CH:16]2)[CH2:9]1)C1C=CC=CC=1.[ClH:29].CO. (6) Given the product [CH3:21][S:18]([N:15]1[CH2:16][CH2:17][N:12]([CH2:11][C:9]2[S:8][C:6]3[N:7]=[C:2]([C:36]4[CH:37]=[N:38][C:39]5[C:44]([CH:45]=4)=[CH:43][CH:42]=[CH:41][CH:40]=5)[N:3]=[C:4]([N:22]4[CH2:27][CH2:26][O:25][CH2:24][CH2:23]4)[C:5]=3[N:10]=2)[CH2:13][CH2:14]1)(=[O:20])=[O:19], predict the reactants needed to synthesize it. The reactants are: Cl[C:2]1[N:3]=[C:4]([N:22]2[CH2:27][CH2:26][O:25][CH2:24][CH2:23]2)[C:5]2[N:10]=[C:9]([CH2:11][N:12]3[CH2:17][CH2:16][N:15]([S:18]([CH3:21])(=[O:20])=[O:19])[CH2:14][CH2:13]3)[S:8][C:6]=2[N:7]=1.CC1(C)C(C)(C)OB([C:36]2[CH:37]=[N:38][C:39]3[C:44]([CH:45]=2)=[CH:43][CH:42]=[CH:41][CH:40]=3)O1.